The task is: Regression. Given two drug SMILES strings and cell line genomic features, predict the synergy score measuring deviation from expected non-interaction effect.. This data is from Merck oncology drug combination screen with 23,052 pairs across 39 cell lines. (1) Cell line: SKMES1. Synergy scores: synergy=9.76. Drug 1: CC(=O)OC1C(=O)C2(C)C(O)CC3OCC3(OC(C)=O)C2C(OC(=O)c2ccccc2)C2(O)CC(OC(=O)C(O)C(NC(=O)c3ccccc3)c3ccccc3)C(C)=C1C2(C)C. Drug 2: NC(=O)c1cccc2cn(-c3ccc(C4CCCNC4)cc3)nc12. (2) Drug 1: NC(=O)c1cccc2cn(-c3ccc(C4CCCNC4)cc3)nc12. Cell line: ZR751. Synergy scores: synergy=7.20. Drug 2: Cn1cc(-c2cnn3c(N)c(Br)c(C4CCCNC4)nc23)cn1. (3) Drug 1: NC(=O)c1cccc2cn(-c3ccc(C4CCCNC4)cc3)nc12. Drug 2: COC1=C2CC(C)CC(OC)C(O)C(C)C=C(C)C(OC(N)=O)C(OC)C=CC=C(C)C(=O)NC(=CC1=O)C2=O. Cell line: KPL1. Synergy scores: synergy=6.19. (4) Drug 1: CC(C)CC(NC(=O)C(Cc1ccccc1)NC(=O)c1cnccn1)B(O)O. Drug 2: CNC(=O)c1cc(Oc2ccc(NC(=O)Nc3ccc(Cl)c(C(F)(F)F)c3)cc2)ccn1. Cell line: PA1. Synergy scores: synergy=-10.7. (5) Drug 1: CC(=O)OC1C(=O)C2(C)C(O)CC3OCC3(OC(C)=O)C2C(OC(=O)c2ccccc2)C2(O)CC(OC(=O)C(O)C(NC(=O)c3ccccc3)c3ccccc3)C(C)=C1C2(C)C. Drug 2: COC1=C2CC(C)CC(OC)C(O)C(C)C=C(C)C(OC(N)=O)C(OC)C=CC=C(C)C(=O)NC(=CC1=O)C2=O. Cell line: SKMES1. Synergy scores: synergy=0.699. (6) Drug 1: CC(=O)OC1C(=O)C2(C)C(O)CC3OCC3(OC(C)=O)C2C(OC(=O)c2ccccc2)C2(O)CC(OC(=O)C(O)C(NC(=O)c3ccccc3)c3ccccc3)C(C)=C1C2(C)C. Drug 2: Cn1c(=O)n(-c2ccc(C(C)(C)C#N)cc2)c2c3cc(-c4cnc5ccccc5c4)ccc3ncc21. Cell line: SW620. Synergy scores: synergy=8.65.